This data is from Full USPTO retrosynthesis dataset with 1.9M reactions from patents (1976-2016). The task is: Predict the reactants needed to synthesize the given product. (1) Given the product [OH:16][CH2:15][CH:13]1[CH2:12][CH:11]2[CH2:19][CH:7]([CH2:8][N:9]([C:20]([O:22][C:23]([CH3:26])([CH3:25])[CH3:24])=[O:21])[CH2:10]2)[CH2:14]1, predict the reactants needed to synthesize it. The reactants are: [H-].[Al+3].[Li+].[H-].[H-].[H-].[CH:7]12[CH2:19][CH:11]([CH2:12][CH:13]([C:15](OC)=[O:16])[CH2:14]1)[CH2:10][N:9]([C:20]([O:22][C:23]([CH3:26])([CH3:25])[CH3:24])=[O:21])[CH2:8]2.O.[OH-].[Na+]. (2) Given the product [NH2:10][NH:11][C:8]([C:3]1[C:2]([CH3:1])=[CH:7][CH:6]=[CH:5][N:4]=1)=[NH:9], predict the reactants needed to synthesize it. The reactants are: [CH3:1][C:2]1[C:3]([C:8]#[N:9])=[N:4][CH:5]=[CH:6][CH:7]=1.[NH2:10][NH2:11]. (3) Given the product [K+:1].[C:2]1([C:24]2[CH:25]=[CH:26][CH:27]=[CH:28][CH:29]=2)[CH:3]=[CH:4][C:5]([CH2:8][C@@H:9]([NH:16][C:17]([O:19][C:20]([CH3:23])([CH3:21])[CH3:22])=[O:18])[CH2:10][C@@H:11]([CH3:15])[C:12]([O-:14])=[O:13])=[CH:6][CH:7]=1, predict the reactants needed to synthesize it. The reactants are: [K+:1].[C:2]1([C:24]2[CH:29]=[CH:28][CH:27]=[CH:26][CH:25]=2)[CH:7]=[CH:6][C:5]([CH2:8][C@@H:9]([NH:16][C:17]([O:19][C:20]([CH3:23])([CH3:22])[CH3:21])=[O:18])[CH2:10][C:11](=[CH2:15])[C:12]([O-:14])=[O:13])=[CH:4][CH:3]=1.[H][H]. (4) Given the product [CH3:13][C:12]([N:8]1[C:6]2[N:7]=[C:2]([C:37]3[CH:46]=[CH:45][C:40]4[NH:41][C:42](=[O:44])[NH:43][C:39]=4[CH:38]=3)[CH:3]=[C:4]([C:16]([NH:18][CH2:19][C:20]3[C:21](=[O:28])[NH:22][C:23]([CH3:27])=[CH:24][C:25]=3[CH3:26])=[O:17])[C:5]=2[C:10]([CH3:11])=[N:9]1)([CH3:14])[CH3:15], predict the reactants needed to synthesize it. The reactants are: Cl[C:2]1[CH:3]=[C:4]([C:16]([NH:18][CH2:19][C:20]2[C:21](=[O:28])[NH:22][C:23]([CH3:27])=[CH:24][C:25]=2[CH3:26])=[O:17])[C:5]2[C:10]([CH3:11])=[N:9][N:8]([C:12]([CH3:15])([CH3:14])[CH3:13])[C:6]=2[N:7]=1.CC1(C)C(C)(C)OB([C:37]2[CH:46]=[CH:45][C:40]3[NH:41][C:42](=[O:44])[NH:43][C:39]=3[CH:38]=2)O1.COCCOC.C(=O)([O-])[O-].[Na+].[Na+]. (5) Given the product [N:1]1([C:6]2[C:11]([O:12][CH2:14][C:15]([O:17][CH3:18])=[O:16])=[CH:10][CH:9]=[CH:8][N:7]=2)[CH2:2][CH2:3][CH2:4][CH2:5]1, predict the reactants needed to synthesize it. The reactants are: [N:1]1([C:6]2[C:11]([OH:12])=[CH:10][CH:9]=[CH:8][N:7]=2)[CH2:5][CH2:4][CH2:3][CH2:2]1.Br[CH2:14][C:15]([O:17][CH3:18])=[O:16].C(=O)([O-])[O-].[Cs+].[Cs+]. (6) Given the product [O:20]=[C:19]1[N:14]([CH2:13][C:9]2[CH:8]=[C:7]([CH:12]=[CH:11][CH:10]=2)[C:6]([O-:27])=[O:5])[N:15]=[C:16]([C:21]2[CH:22]=[N:23][CH:24]=[CH:25][CH:26]=2)[CH:17]=[CH:18]1.[Li+:3], predict the reactants needed to synthesize it. The reactants are: O.[OH-].[Li+:3].C[O:5][C:6](=[O:27])[C:7]1[CH:12]=[CH:11][CH:10]=[C:9]([CH2:13][N:14]2[C:19](=[O:20])[CH:18]=[CH:17][C:16]([C:21]3[CH:22]=[N:23][CH:24]=[CH:25][CH:26]=3)=[N:15]2)[CH:8]=1. (7) Given the product [CH3:8][C:6]1[NH:7][C:3]([CH:1]=[C:17]2[C:18]3[C:23](=[CH:22][CH:21]=[CH:20][CH:19]=3)[NH:15][C:16]2=[O:24])=[C:4]([CH3:14])[C:5]=1[CH2:9][CH2:10][C:11]([OH:13])=[O:12], predict the reactants needed to synthesize it. The reactants are: [CH:1]([C:3]1[NH:7][C:6]([CH3:8])=[C:5]([CH2:9][CH2:10][C:11]([OH:13])=[O:12])[C:4]=1[CH3:14])=O.[NH:15]1[C:23]2[C:18](=[CH:19][CH:20]=[CH:21][CH:22]=2)[CH2:17][C:16]1=[O:24].[OH-].[Na+]. (8) Given the product [NH2:1][C:2](=[O:40])[C:3]([CH3:38])([CH3:39])[CH2:4][NH:5][C:6]([C@H:8]([CH:35]([CH3:36])[CH3:37])[CH2:9][C@@H:10]1[O:14][CH2:13][N:12]([C:44]([O:43][CH2:41][CH3:42])=[O:45])[C@H:11]1[CH2:15][C@H:16]([CH2:20][C:21]1[CH:26]=[CH:25][C:24]([O:27][CH3:28])=[C:23]([O:29][CH2:30][CH2:31][CH2:32][O:33][CH3:34])[CH:22]=1)[CH:17]([CH3:19])[CH3:18])=[O:7], predict the reactants needed to synthesize it. The reactants are: [NH2:1][C:2](=[O:40])[C:3]([CH3:39])([CH3:38])[CH2:4][NH:5][C:6]([C@H:8]([CH:35]([CH3:37])[CH3:36])[CH2:9][C@@H:10]1[O:14][CH2:13][NH:12][C@H:11]1[CH2:15][C@H:16]([CH2:20][C:21]1[CH:26]=[CH:25][C:24]([O:27][CH3:28])=[C:23]([O:29][CH2:30][CH2:31][CH2:32][O:33][CH3:34])[CH:22]=1)[CH:17]([CH3:19])[CH3:18])=[O:7].[CH2:41]([O:43][C:44](Cl)=[O:45])[CH3:42].